Task: Predict the reactants needed to synthesize the given product.. Dataset: Full USPTO retrosynthesis dataset with 1.9M reactions from patents (1976-2016) (1) Given the product [F:14][C:15]1[CH:16]=[C:17]([CH:18]=[CH:19][C:20]=1[O:21][C:22]1[CH:27]=[C:26]([C:28]([F:29])([F:30])[F:31])[CH:25]=[C:24]([F:32])[CH:23]=1)[CH2:33][O:34][C:2]1[CH:3]=[C:4]2[N:11]([CH3:12])[CH:10]([CH3:13])[CH2:9][N:5]2[C:6](=[O:8])[N:7]=1, predict the reactants needed to synthesize it. The reactants are: Cl[C:2]1[CH:3]=[C:4]2[N:11]([CH3:12])[CH:10]([CH3:13])[CH2:9][N:5]2[C:6](=[O:8])[N:7]=1.[F:14][C:15]1[CH:16]=[C:17]([CH2:33][OH:34])[CH:18]=[CH:19][C:20]=1[O:21][C:22]1[CH:27]=[C:26]([C:28]([F:31])([F:30])[F:29])[CH:25]=[C:24]([F:32])[CH:23]=1. (2) Given the product [CH:1]1([N:7]2[C:11]3[CH:12]=[C:13]([O:16][CH2:17][CH2:18][CH2:19][CH2:20][CH2:21][C:22]([NH:37][CH2:32][CH2:33][CH:34]([CH3:36])[CH3:35])=[O:23])[CH:14]=[CH:15][C:10]=3[N:9]=[C:8]2[C:26]2[CH:31]=[CH:30][CH:29]=[CH:28][CH:27]=2)[CH2:2][CH2:3][CH2:4][CH2:5][CH2:6]1, predict the reactants needed to synthesize it. The reactants are: [CH:1]1([N:7]2[C:11]3[CH:12]=[C:13]([O:16][CH2:17][CH2:18][CH2:19][CH2:20][CH2:21][C:22](OC)=[O:23])[CH:14]=[CH:15][C:10]=3[N:9]=[C:8]2[C:26]2[CH:31]=[CH:30][CH:29]=[CH:28][CH:27]=2)[CH2:6][CH2:5][CH2:4][CH2:3][CH2:2]1.[CH2:32]([NH2:37])[CH2:33][CH:34]([CH3:36])[CH3:35].